Predict the reactants needed to synthesize the given product. From a dataset of Full USPTO retrosynthesis dataset with 1.9M reactions from patents (1976-2016). (1) Given the product [NH2:1][C:2]1[C:7]([C:8]#[N:9])=[C:6]([C:10]2[CH:11]=[C:12]([NH:16][C:17]([CH:19]3[CH2:23][CH2:22][C:21](=[O:24])[O:20]3)=[O:18])[CH:13]=[CH:14][CH:15]=2)[CH:5]=[C:4]([C:25]2[CH:30]=[CH:29][CH:28]=[CH:27][C:26]=2[OH:31])[N:3]=1, predict the reactants needed to synthesize it. The reactants are: [NH2:1][C:2]1[C:7]([C:8]#[N:9])=[C:6]([C:10]2[CH:11]=[C:12]([NH:16][C:17]([CH:19]3[CH2:23][CH2:22][C:21](=[O:24])[O:20]3)=[O:18])[CH:13]=[CH:14][CH:15]=2)[CH:5]=[C:4]([C:25]2[CH:30]=[CH:29][CH:28]=[CH:27][C:26]=2[O:31][Si](C(C)(C)C)(C)C)[N:3]=1. (2) Given the product [CH2:1]([O:8][C:9]([NH:11][C@@H:12]([CH:17]1[CH2:18][CH2:19][C:20]([F:23])([F:24])[CH2:21][CH2:22]1)[C:13]([OH:15])=[O:14])=[O:10])[C:2]1[CH:3]=[CH:4][CH:5]=[CH:6][CH:7]=1, predict the reactants needed to synthesize it. The reactants are: [CH2:1]([O:8][C:9]([NH:11][C@@H:12]([CH:17]1[CH2:22][CH2:21][C:20]([F:24])([F:23])[CH2:19][CH2:18]1)[C:13]([O:15]C)=[O:14])=[O:10])[C:2]1[CH:7]=[CH:6][CH:5]=[CH:4][CH:3]=1.C1COCC1.O.[OH-].[Li+].Cl. (3) The reactants are: Cl[Sn](Cl)(Cl)Cl.[CH3:6][O:7][C:8]1[CH:9]=[C:10]([SH:14])[CH:11]=[CH:12][CH:13]=1.[CH2:15]([O:17][C:18](=[O:30])[CH:19]([C:25](OCC)=[O:26])[C:20](OCC)=[O:21])[CH3:16]. Given the product [CH2:15]([O:17][C:18]([C:19]1[C:20](=[O:21])[S:14][C:10]2[C:11]([C:25]=1[OH:26])=[CH:12][CH:13]=[C:8]([O:7][CH3:6])[CH:9]=2)=[O:30])[CH3:16], predict the reactants needed to synthesize it. (4) Given the product [C:40]([O:39][C:37]([NH:36][CH2:35][C:28]1[NH:27][C:3]([CH3:5])=[C:2]([C:1]([O:7][C:8]([CH3:11])([CH3:10])[CH3:9])=[O:6])[CH:18]([C:15]2[CH:16]=[CH:17][C:12]([CH3:20])=[CH:13][CH:14]=2)[C:29]=1[C:30]([O:32][CH2:33][CH3:34])=[O:31])=[O:38])([CH3:43])([CH3:42])[CH3:41], predict the reactants needed to synthesize it. The reactants are: [C:1]([O:7][C:8]([CH3:11])([CH3:10])[CH3:9])(=[O:6])[CH2:2][C:3]([CH3:5])=O.[C:12]1([CH3:20])[CH:17]=[CH:16][C:15]([CH:18]=O)=[CH:14][CH:13]=1.N1CCCCC1.[NH2:27][C:28]([CH2:35][NH:36][C:37]([O:39][C:40]([CH3:43])([CH3:42])[CH3:41])=[O:38])=[CH:29][C:30]([O:32][CH2:33][CH3:34])=[O:31]. (5) Given the product [CH:1]1([CH2:4][N:5]2[CH2:30][CH2:29][C@:12]34[C:13]5[C:14]6[O:28][C@H:11]3[C:33]([O:36][CH3:37])([O:38][CH3:39])[CH2:9][CH2:8][C@@:7]4([OH:32])[C@H:6]2[CH2:19][C:18]=5[CH:17]=[CH:16][C:15]=6[O:20][CH2:21][C:22]2[CH:27]=[CH:26][CH:25]=[CH:24][CH:23]=2)[CH2:3][CH2:2]1, predict the reactants needed to synthesize it. The reactants are: [CH:1]1([CH2:4][N:5]2[CH2:30][CH2:29][C@:12]34[C:13]5[C:14]6[O:28][C@H:11]3C(=O)[CH2:9][CH2:8][C@@:7]4([OH:32])[C@H:6]2[CH2:19][C:18]=5[CH:17]=[CH:16][C:15]=6[O:20][CH2:21][C:22]2[CH:27]=[CH:26][CH:25]=[CH:24][CH:23]=2)[CH2:3][CH2:2]1.[CH:33]([O:38][CH3:39])([O:36][CH3:37])OC.S(=O)(=O)(O)O.[NH4+].[OH-]. (6) Given the product [OH:1][C:2]1[C:3]([C:18](=[N:36][NH:35][C:33]([C:31]2[CH:30]=[CH:29][C:25]([C:26]([O:28][CH3:42])=[O:27])=[C:24]([N+:21]([O-:23])=[O:22])[CH:32]=2)=[O:34])[CH3:19])=[N:4][N:5]([CH3:17])[C:6]=1[C:7]1[CH:12]=[CH:11][C:10]([C:13]([F:14])([F:16])[F:15])=[CH:9][CH:8]=1, predict the reactants needed to synthesize it. The reactants are: [OH:1][C:2]1[C:3]([C:18](=O)[CH3:19])=[N:4][N:5]([CH3:17])[C:6]=1[C:7]1[CH:12]=[CH:11][C:10]([C:13]([F:16])([F:15])[F:14])=[CH:9][CH:8]=1.[N+:21]([C:24]1[CH:32]=[C:31]([C:33]([NH:35][NH2:36])=[O:34])[CH:30]=[CH:29][C:25]=1[C:26]([O-:28])=[O:27])([O-:23])=[O:22].O.S([C:42]1C=CC(C)=CC=1)(O)(=O)=O. (7) Given the product [F:42][C:41]([F:44])([F:43])[C:36]1[C:35]([C:19]2[CH:20]=[CH:21][CH:22]=[C:23]3[C:18]=2[CH2:17][CH2:16][C@H:15]3[O:14][C:12]2[CH:11]=[CH:10][C:9]3[C@H:5]([CH2:4][C:3]([OH:2])=[O:33])[CH2:6][O:7][C:8]=3[CH:13]=2)=[CH:40][CH:39]=[CH:38][N:37]=1, predict the reactants needed to synthesize it. The reactants are: C[O:2][C:3](=[O:33])[CH2:4][C@H:5]1[C:9]2[CH:10]=[CH:11][C:12]([O:14][C@H:15]3[C:23]4[C:18](=[C:19](B5OC(C)(C)C(C)(C)O5)[CH:20]=[CH:21][CH:22]=4)[CH2:17][CH2:16]3)=[CH:13][C:8]=2[O:7][CH2:6]1.Br[C:35]1[C:36]([C:41]([F:44])([F:43])[F:42])=[N:37][CH:38]=[CH:39][CH:40]=1.